Dataset: Full USPTO retrosynthesis dataset with 1.9M reactions from patents (1976-2016). Task: Predict the reactants needed to synthesize the given product. (1) The reactants are: [C:1]1([NH:7][CH2:8][CH2:9][OH:10])[CH:6]=[CH:5][CH:4]=[CH:3][CH:2]=1.C(N(CC)CC)C.[S:18](Cl)([CH3:21])(=[O:20])=[O:19].O. Given the product [CH3:21][S:18]([O:10][CH2:9][CH2:8][NH:7][C:1]1[CH:6]=[CH:5][CH:4]=[CH:3][CH:2]=1)(=[O:20])=[O:19], predict the reactants needed to synthesize it. (2) Given the product [C:1]([O-:6])(=[O:5])[CH3:2].[NH4+:13].[CH3:34][C:26]1[CH:31]=[CH:30][CH:29]=[CH:28][C:27]=1[NH:32][NH:33][C:8](=[O:7])[CH2:9][CH2:10][CH3:11], predict the reactants needed to synthesize it. The reactants are: [C:1]([OH:6])(=[O:5])[CH2:2]CC.[OH:7][C:8]1C2N=N[NH:13]C=2[CH:11]=[CH:10][CH:9]=1.C(N(C(C)C)CC)(C)C.[C:26]1([CH3:34])[CH:31]=[CH:30][CH:29]=[CH:28][C:27]=1[NH:32][NH2:33]. (3) Given the product [CH:13]1([CH2:19][NH:20][C:2]2[S:3][C:4]3[CH:10]=[C:9]([O:11][CH3:12])[CH:8]=[CH:7][C:5]=3[N:6]=2)[CH2:18][CH2:17][CH2:16][CH2:15][CH2:14]1, predict the reactants needed to synthesize it. The reactants are: Cl[C:2]1[S:3][C:4]2[CH:10]=[C:9]([O:11][CH3:12])[CH:8]=[CH:7][C:5]=2[N:6]=1.[CH:13]1([CH2:19][NH2:20])[CH2:18][CH2:17][CH2:16][CH2:15][CH2:14]1.CCN(C(C)C)C(C)C.C(OCC)(=O)C. (4) Given the product [Cl:1][C:2]1[C:7](=[O:8])[N:6]2[C:13]([CH3:32])([CH3:14])[NH:11][C:9](=[O:10])[C:5]2=[CH:4][CH:3]=1, predict the reactants needed to synthesize it. The reactants are: [Cl:1][C:2]1[C:7](=[O:8])[NH:6][C:5]([C:9]([NH2:11])=[O:10])=[CH:4][CH:3]=1.Cl[C:13]1[C:32](=O)N2CCN(CC3C=CC(OC)=CC=3)C(=O)C2=C[CH:14]=1.S(=O)(=O)(O)O. (5) Given the product [Cl:10][C:11]1[CH:12]=[C:13]([CH:14]=[CH:15][C:16]=1[F:17])[O:18][C:2]1[CH:9]=[CH:8][C:5]([CH:6]=[O:7])=[CH:4][CH:3]=1, predict the reactants needed to synthesize it. The reactants are: F[C:2]1[CH:9]=[CH:8][C:5]([CH:6]=[O:7])=[CH:4][CH:3]=1.[Cl:10][C:11]1[CH:12]=[C:13]([OH:18])[CH:14]=[CH:15][C:16]=1[F:17]. (6) Given the product [Cl:21][CH2:20][O:16][C:7]1[C:8]([C@@H:12]([CH3:15])[CH2:13][CH3:14])=[CH:9][CH:10]=[CH:11][C:6]=1[C@@H:4]([CH:1]1[CH2:3][CH2:2]1)[CH3:5], predict the reactants needed to synthesize it. The reactants are: [CH:1]1([C@H:4]([C:6]2[CH:11]=[CH:10][CH:9]=[C:8]([C@@H:12]([CH3:15])[CH2:13][CH3:14])[C:7]=2[OH:16])[CH3:5])[CH2:3][CH2:2]1.[OH-].[Na+].Br[CH2:20][Cl:21]. (7) Given the product [O:27]([C:23]1[CH:22]=[C:21]([CH:26]=[CH:25][CH:24]=1)[C:20]([NH:19][C@@H:18]1[C@H:14]2[O:13][CH2:12][C@H:11]([NH:10][C:1](=[O:9])[C:2]3[CH:3]=[CH:4][N:5]=[CH:6][CH:7]=3)[C@H:15]2[O:16][CH2:17]1)=[O:34])[C:28]1[CH:29]=[CH:30][CH:31]=[CH:32][CH:33]=1, predict the reactants needed to synthesize it. The reactants are: [C:1]([OH:9])(=O)[C:2]1[CH:7]=[CH:6][N:5]=[CH:4][CH:3]=1.[NH2:10][C@@H:11]1[C@H:15]2[O:16][CH2:17][C@H:18]([NH:19][C:20](=[O:34])[C:21]3[CH:26]=[CH:25][CH:24]=[C:23]([O:27][C:28]4[CH:33]=[CH:32][CH:31]=[CH:30][CH:29]=4)[CH:22]=3)[C@H:14]2[O:13][CH2:12]1. (8) The reactants are: [CH2:1]([C:3]1[C:12]([NH2:13])=[C:11]2[C:6]([CH:7]=[CH:8][CH:9]=[N:10]2)=[CH:5][CH:4]=1)[CH3:2].[C:14]1([S:20](Cl)(=[O:22])=[O:21])[CH:19]=[CH:18][CH:17]=[CH:16][CH:15]=1. Given the product [CH2:1]([C:3]1[C:12]([NH:13][S:20]([C:14]2[CH:19]=[CH:18][CH:17]=[CH:16][CH:15]=2)(=[O:22])=[O:21])=[C:11]2[C:6]([CH:7]=[CH:8][CH:9]=[N:10]2)=[CH:5][CH:4]=1)[CH3:2], predict the reactants needed to synthesize it. (9) Given the product [F:31][C:28]([F:29])([F:30])[C:25]1[CH:24]=[CH:23][C:22]([C:20]2[CH:21]=[CH:16][N:17]=[C:18]([O:14][C:7]3[CH:8]=[CH:9][CH:10]=[C:11]4[C:6]=3[N:5]=[C:4]([NH2:1])[CH:13]=[CH:12]4)[CH:19]=2)=[CH:27][CH:26]=1, predict the reactants needed to synthesize it. The reactants are: [N:1]([C:4]1[CH:13]=[CH:12][C:11]2[C:6](=[C:7]([OH:14])[CH:8]=[CH:9][CH:10]=2)[N:5]=1)=[N+]=[N-].Cl[C:16]1[CH:21]=[C:20]([C:22]2[CH:27]=[CH:26][C:25]([C:28]([F:31])([F:30])[F:29])=[CH:24][CH:23]=2)[CH:19]=[CH:18][N:17]=1.[H-].[Na+].CCOC(C)=O.